Dataset: Reaction yield outcomes from USPTO patents with 853,638 reactions. Task: Predict the reaction yield, written as a fraction of the theoretical maximum amount of product (1.0 means a 100% yield; for example, 0.34 means a 34% yield). (1) The reactants are Cl.[CH2:2]([NH:6][CH2:7][CH2:8][C:9]([C:11]1[S:12][CH:13]=[CH:14][CH:15]=1)=[O:10])[CH:3]([CH3:5])[CH3:4].C(O)C.[OH-].[Na+].[Na]. The catalyst is CC(C)=O. The product is [CH2:2]([NH:6][CH2:7][CH2:8][CH:9]([C:11]1[S:12][CH:13]=[CH:14][CH:15]=1)[OH:10])[CH:3]([CH3:5])[CH3:4]. The yield is 0.760. (2) The reactants are FC1N=C([CH2:8][N:9]2[CH:13]=[CH:12][C:11]([N:14]3[C:22](=[O:23])[C:21]4[C:16](=[CH:17][CH:18]=[CH:19][CH:20]=4)[C:15]3=[O:24])=[N:10]2)C=CC=1.BrC[C:27]1[C:28]([F:33])=[N:29][CH:30]=[CH:31][CH:32]=1. No catalyst specified. The product is [F:33][C:28]1[C:27]([CH2:8][N:9]2[CH:13]=[CH:12][C:11]([N:14]3[C:22](=[O:23])[C:21]4[C:16](=[CH:17][CH:18]=[CH:19][CH:20]=4)[C:15]3=[O:24])=[N:10]2)=[CH:32][CH:31]=[CH:30][N:29]=1. The yield is 0.623. (3) The reactants are [Cl:1][C:2]1[CH:3]=[CH:4][C:5]([CH:27]=[O:28])=[C:6]2[C:10]=1[N:9]=[C:8]1[N:11]([C:15]3[C:16]([C:23]([F:26])([F:25])[F:24])=[N:17][C:18]([O:21][CH3:22])=[CH:19][CH:20]=3)[CH2:12][CH2:13][CH2:14][N:7]21.[F:29][C:30]([Si](C)(C)C)([F:32])[F:31].[F-].C([N+](CCCC)(CCCC)CCCC)CCC.Cl.C(=O)([O-])O.[Na+]. The catalyst is O1CCCC1. The product is [Cl:1][C:2]1[C:10]2[N:9]=[C:8]3[N:11]([C:15]4[C:16]([C:23]([F:24])([F:26])[F:25])=[N:17][C:18]([O:21][CH3:22])=[CH:19][CH:20]=4)[CH2:12][CH2:13][CH2:14][N:7]3[C:6]=2[C:5]([CH:27]([OH:28])[C:30]([F:32])([F:31])[F:29])=[CH:4][CH:3]=1. The yield is 0.940. (4) The reactants are [CH2:1]([O:5][C:6]1[C:13]([F:14])=[CH:12][C:11]([C:15]2[CH:16]=[N:17][CH:18]=[N:19][CH:20]=2)=[CH:10][C:7]=1[CH:8]=O)[CH2:2][CH:3]=[CH2:4].[NH2:21][C:22]([NH2:24])=[S:23].Cl[Si](C)(C)C. The catalyst is C(#N)C.CN(C=O)C.CCOC(C)=O. The product is [F:14][C:13]1[C:6]2[O:5][CH2:1][CH2:2][C@@H:3]3[CH2:4][S:23][C:22]([NH2:24])=[N:21][C@@H:8]3[C:7]=2[CH:10]=[C:11]([C:15]2[CH:16]=[N:17][CH:18]=[N:19][CH:20]=2)[CH:12]=1. The yield is 0.00350. (5) The reactants are [C:1]1([C:7]2[C:15]3[C:10](=[CH:11][C:12]([C:16]([OH:18])=[O:17])=[CH:13][CH:14]=3)[NH:9][CH:8]=2)[CH2:6][CH2:5][CH2:4][CH2:3][CH:2]=1.CO. The catalyst is C1COCC1. The product is [CH:1]1([C:7]2[C:15]3[C:10](=[CH:11][C:12]([C:16]([OH:18])=[O:17])=[CH:13][CH:14]=3)[NH:9][CH:8]=2)[CH2:2][CH2:3][CH2:4][CH2:5][CH2:6]1. The yield is 0.790. (6) The reactants are [C:1]([C:4]1[CH:5]=[C:6]([C:10]2[CH:15]=[CH:14][C:13]([CH2:16][CH:17]([NH:31][S:32]([C:35]3[CH:36]=[N:37][CH:38]=[CH:39][CH:40]=3)(=[O:34])=[O:33])[C:18]3[N:23]=[C:22]([NH:24][CH2:25][C:26]([O:28]CC)=[O:27])[CH:21]=[CH:20][CH:19]=3)=[CH:12][CH:11]=2)[CH:7]=[CH:8][CH:9]=1)#[C:2][CH3:3].[OH-].[Na+].O.Cl. The catalyst is C(O)C. The product is [C:1]([C:4]1[CH:5]=[C:6]([C:10]2[CH:11]=[CH:12][C:13]([CH2:16][CH:17]([NH:31][S:32]([C:35]3[CH:36]=[N:37][CH:38]=[CH:39][CH:40]=3)(=[O:34])=[O:33])[C:18]3[N:23]=[C:22]([NH:24][CH2:25][C:26]([OH:28])=[O:27])[CH:21]=[CH:20][CH:19]=3)=[CH:14][CH:15]=2)[CH:7]=[CH:8][CH:9]=1)#[C:2][CH3:3]. The yield is 0.910. (7) The yield is 0.860. The reactants are FC(F)(F)C(OC(=O)C(F)(F)F)=O.C(N(CC)CC)C.[CH3:21][O:22][C:23](=[O:45])[CH:24]([O:43][CH3:44])[CH:25]([C:27]1[CH:32]=[CH:31][C:30]([O:33]CC2C=CC=CC=2)=[C:29]([O:41][CH3:42])[CH:28]=1)O. The catalyst is C(Cl)Cl. The product is [CH3:21][O:22][C:23](=[O:45])[CH:24]([O:43][CH3:44])[CH2:25][C:27]1[CH:32]=[CH:31][C:30]([OH:33])=[C:29]([O:41][CH3:42])[CH:28]=1. (8) The reactants are [CH3:1][O:2][C:3]1[CH:27]=[C:26]([O:28][CH3:29])[CH:25]=[CH:24][C:4]=1[CH2:5][N:6]([C:19]1[S:23][N:22]=[CH:21][N:20]=1)[S:7]([C:10]1[CH:15]=[C:14]([F:16])[C:13](F)=[CH:12][C:11]=1[F:18])(=[O:9])=[O:8].[C:30]1([C@H:36]2[CH2:41][CH2:40][CH2:39][CH2:38][C@H:37]2[OH:42])[CH:35]=[CH:34][CH:33]=[CH:32][CH:31]=1.[H-].[Na+]. The catalyst is CS(C)=O. The product is [CH3:1][O:2][C:3]1[CH:27]=[C:26]([O:28][CH3:29])[CH:25]=[CH:24][C:4]=1[CH2:5][N:6]([C:19]1[S:23][N:22]=[CH:21][N:20]=1)[S:7]([C:10]1[CH:15]=[C:14]([F:16])[C:13]([O:42][C@@H:37]2[CH2:38][CH2:39][CH2:40][CH2:41][C@@H:36]2[C:30]2[CH:31]=[CH:32][CH:33]=[CH:34][CH:35]=2)=[CH:12][C:11]=1[F:18])(=[O:8])=[O:9]. The yield is 0.220. (9) The reactants are Cl[C:2]1[N:3]=[CH:4][C:5]([C:8]([N:10]2[CH2:15][CH2:14][C:13]3[NH:16][C:17]([C:19]4[C:27]5[C:22](=[CH:23][C:24]([C:28]6[CH:33]=[C:32]([F:34])[C:31]([OH:35])=[CH:30][C:29]=6[CH2:36][CH3:37])=[CH:25][CH:26]=5)[NH:21][N:20]=4)=[N:18][C:12]=3[CH2:11]2)=[O:9])=[N:6][CH:7]=1.C(OC([N:45]1[CH2:50][C@@H:49]([CH3:51])[NH:48][CH2:47][C@@H:46]1[CH3:52])=O)(C)(C)C. No catalyst specified. The yield is 0.370. The product is [CH3:52][C@H:46]1[CH2:47][NH:48][C@H:49]([CH3:51])[CH2:50][N:45]1[C:2]1[CH:7]=[N:6][C:5]([C:8]([N:10]2[CH2:15][CH2:14][C:13]3[NH:16][C:17]([C:19]4[C:27]5[C:22](=[CH:23][C:24]([C:28]6[CH:33]=[C:32]([F:34])[C:31]([OH:35])=[CH:30][C:29]=6[CH2:36][CH3:37])=[CH:25][CH:26]=5)[NH:21][N:20]=4)=[N:18][C:12]=3[CH2:11]2)=[O:9])=[CH:4][N:3]=1.